From a dataset of Forward reaction prediction with 1.9M reactions from USPTO patents (1976-2016). Predict the product of the given reaction. The product is: [Cl:1][C:2]1[CH:7]=[C:6]([N+:8]([O-:10])=[O:9])[CH:5]=[CH:4][C:3]=1[O:19][C@H:18]1[CH2:17][CH2:16][N:15]([C:20]([O:22][C:23]([CH3:25])([CH3:24])[CH3:26])=[O:21])[CH2:14][C@@H:13]1[F:12]. Given the reactants [Cl:1][C:2]1[CH:7]=[C:6]([N+:8]([O-:10])=[O:9])[CH:5]=[CH:4][C:3]=1F.[F:12][C@@H:13]1[C@@H:18]([OH:19])[CH2:17][CH2:16][N:15]([C:20]([O:22][C:23]([CH3:26])([CH3:25])[CH3:24])=[O:21])[CH2:14]1.CC([O-])(C)C.[K+], predict the reaction product.